Dataset: Full USPTO retrosynthesis dataset with 1.9M reactions from patents (1976-2016). Task: Predict the reactants needed to synthesize the given product. (1) Given the product [Cl:1][C:2]1[C:10]2[N:9]=[C:8]3[N:11]([C:15]4[CH:20]=[CH:19][C:18]([Cl:21])=[CH:17][C:16]=4[Cl:22])[CH2:12][CH2:13][CH2:14][N:7]3[C:6]=2[C:5]([CH:23]([O:26][CH2:60][C:59]([F:63])([F:62])[F:58])[CH2:24][CH3:25])=[CH:4][CH:3]=1, predict the reactants needed to synthesize it. The reactants are: [Cl:1][C:2]1[C:10]2[N:9]=[C:8]3[N:11]([C:15]4[CH:20]=[CH:19][C:18]([Cl:21])=[CH:17][C:16]=4[Cl:22])[CH2:12][CH2:13][CH2:14][N:7]3[C:6]=2[C:5]([CH:23]([OH:26])[CH2:24][CH3:25])=[CH:4][CH:3]=1.N(C(N1CCCCC1)=O)=NC(N1CCCCC1)=O.C(P(CCCC)CCCC)CCC.[F:58][C:59]([F:63])([F:62])[CH2:60]O. (2) Given the product [Br:16][CH2:8][C:6]1[CH:7]=[C:2]([Cl:1])[C:3]([O:14][CH3:15])=[C:4]([N+:11]([O-:13])=[O:12])[C:5]=1[F:10], predict the reactants needed to synthesize it. The reactants are: [Cl:1][C:2]1[C:3]([O:14][CH3:15])=[C:4]([N+:11]([O-:13])=[O:12])[C:5]([F:10])=[C:6]([CH2:8]O)[CH:7]=1.[Br:16]N1C(=O)CCC1=O.C1(P(C2C=CC=CC=2)C2C=CC=CC=2)C=CC=CC=1. (3) The reactants are: [NH4+:1].C([O-])(=O)C.ClC(Cl)(Cl)[C:8]([NH:10][C:11]1[CH:16]=[CH:15][C:14]([C:17](=[O:25])[C:18]2[CH:23]=[CH:22][C:21]([F:24])=[CH:20][CH:19]=2)=[CH:13][C:12]=1[C:26](=O)[C:27]1[CH:32]=[CH:31][CH:30]=[C:29]([Cl:33])[CH:28]=1)=[O:9].O. Given the product [Cl:33][C:29]1[CH:28]=[C:27]([C:26]2[C:12]3[C:11](=[CH:16][CH:15]=[C:14]([C:17](=[O:25])[C:18]4[CH:23]=[CH:22][C:21]([F:24])=[CH:20][CH:19]=4)[CH:13]=3)[NH:10][C:8](=[O:9])[N:1]=2)[CH:32]=[CH:31][CH:30]=1, predict the reactants needed to synthesize it. (4) Given the product [Br:1][C:19]1[C:11]2[C:12](=[N:13][C:14]([NH2:16])=[N:15][C:10]=2[Cl:9])[NH:17][N:18]=1, predict the reactants needed to synthesize it. The reactants are: [Br:1]N1C(=O)CCC1=O.[Cl:9][C:10]1[N:15]=[C:14]([NH2:16])[N:13]=[C:12]2[NH:17][N:18]=[CH:19][C:11]=12. (5) Given the product [CH3:15][NH+:16]([CH2:17][CH2:18][CH2:19][CH2:20][CH2:21][CH2:22][CH2:23][CH2:24][CH2:25][CH2:26][CH2:27][CH3:28])[CH2:3][CH2:4][S:5]([O-:8])(=[O:7])=[O:6], predict the reactants needed to synthesize it. The reactants are: [Na].Br[CH2:3][CH2:4][S:5]([O-:8])(=[O:7])=[O:6].C([O-])([O-])=O.[K+].[K+].[CH3:15][NH:16][CH2:17][CH2:18][CH2:19][CH2:20][CH2:21][CH2:22][CH2:23][CH2:24][CH2:25][CH2:26][CH2:27][CH3:28]. (6) The reactants are: COC[O:4][CH2:5][C@@H:6]1[CH2:10][N:9]([C:11]2[CH:12]=[CH:13][C:14]3[O:19][CH2:18][C:17](=[O:20])[NH:16][C:15]=3[CH:21]=2)[C:8](=[O:22])[CH2:7]1.O1CCCC1.Cl.ClCCl. Given the product [OH:4][CH2:5][C@@H:6]1[CH2:10][N:9]([C:11]2[CH:12]=[CH:13][C:14]3[O:19][CH2:18][C:17](=[O:20])[NH:16][C:15]=3[CH:21]=2)[C:8](=[O:22])[CH2:7]1, predict the reactants needed to synthesize it. (7) Given the product [F:20][C:21]1[CH:27]=[C:26]([F:28])[CH:25]=[CH:24][C:22]=1[NH:23][C:2]1[CH:19]=[CH:18][C:5]2[C:6](=[O:17])[C:7]3[CH:14]=[C:13]([O:15][CH3:16])[CH:12]=[CH:11][C:8]=3[CH2:9][CH2:10][C:4]=2[CH:3]=1, predict the reactants needed to synthesize it. The reactants are: Cl[C:2]1[CH:19]=[CH:18][C:5]2[C:6](=[O:17])[C:7]3[CH:14]=[C:13]([O:15][CH3:16])[CH:12]=[CH:11][C:8]=3[CH2:9][CH2:10][C:4]=2[CH:3]=1.[F:20][C:21]1[CH:27]=[C:26]([F:28])[CH:25]=[CH:24][C:22]=1[NH2:23].C1(P(C2CCCCC2)C2C=CC=CC=2C2C(C(C)C)=CC(C(C)C)=CC=2C(C)C)CCCCC1.C1(C)C=CC=CC=1. (8) Given the product [CH3:17][C@@H:13]([NH:12][C:9]1[C:8]2[CH:18]=[CH:19][C:20]([F:22])=[CH:21][C:7]=2[C:6]2[C:5](=[O:23])[NH:4][CH:3]=[C:2]([C:26]3[CH:27]=[CH:28][S:24][CH:25]=3)[C:11]=2[N:10]=1)[CH:14]([CH3:16])[CH3:15], predict the reactants needed to synthesize it. The reactants are: Br[C:2]1[C:11]2[N:10]=[C:9]([NH:12][C@H:13]([CH3:17])[CH:14]([CH3:16])[CH3:15])[C:8]3[CH:18]=[CH:19][C:20]([F:22])=[CH:21][C:7]=3[C:6]=2[C:5](=[O:23])[NH:4][CH:3]=1.[S:24]1[CH:28]=[CH:27][C:26](B(O)O)=[CH:25]1. (9) Given the product [CH3:1][O:2][C:3]1([CH2:10][C:11]2[CH:16]=[CH:15][CH:14]=[CH:13][C:12]=2[CH3:17])[CH2:8][CH2:7][CH:6]([N:28]2[CH2:27][CH2:26][N:25]([C:23]([O:22][C:18]([CH3:21])([CH3:20])[CH3:19])=[O:24])[CH2:30][CH2:29]2)[CH2:5][CH2:4]1, predict the reactants needed to synthesize it. The reactants are: [CH3:1][O:2][C:3]1([CH2:10][C:11]2[CH:16]=[CH:15][CH:14]=[CH:13][C:12]=2[CH3:17])[CH2:8][CH2:7][C:6](=O)[CH2:5][CH2:4]1.[C:18]([O:22][C:23]([N:25]1[CH2:30][CH2:29][NH:28][CH2:27][CH2:26]1)=[O:24])([CH3:21])([CH3:20])[CH3:19].C(O)(=O)C.C(O[BH-](OC(=O)C)OC(=O)C)(=O)C.[Na+].